Dataset: Catalyst prediction with 721,799 reactions and 888 catalyst types from USPTO. Task: Predict which catalyst facilitates the given reaction. Reactant: [N+:1]([C:4]1[CH:11]=[CH:10][C:7]([CH:8]=O)=[CH:6][CH:5]=1)([O-:3])=[O:2].[C:12]1([CH2:18][C:19]#[N:20])[CH:17]=[CH:16][CH:15]=[CH:14][CH:13]=1.[O-]CC.[Na+]. Product: [N+:1]([C:4]1[CH:11]=[CH:10][C:7]([CH:8]=[C:18]([C:12]2[CH:17]=[CH:16][CH:15]=[CH:14][CH:13]=2)[C:19]#[N:20])=[CH:6][CH:5]=1)([O-:3])=[O:2]. The catalyst class is: 8.